From a dataset of Reaction yield outcomes from USPTO patents with 853,638 reactions. Predict the reaction yield, written as a fraction of the theoretical maximum amount of product (1.0 means a 100% yield; for example, 0.34 means a 34% yield). (1) The reactants are [F:1][C:2]1[CH:3]=[C:4]2[C:9](=[CH:10][CH:11]=1)[N:8]=[C:7]([O:12][CH3:13])[C:6]([NH:14][C:15](=[O:19])OCC)=[N:5]2.[F:20][C:21]1[CH:26]=[CH:25][C:24]([N:27]2[CH2:32][CH2:31][NH:30][CH2:29][CH2:28]2)=[CH:23][CH:22]=1. No catalyst specified. The product is [F:1][C:2]1[CH:3]=[C:4]2[C:9](=[CH:10][CH:11]=1)[N:8]=[C:7]([O:12][CH3:13])[C:6]([NH:14][C:15]([N:30]1[CH2:29][CH2:28][N:27]([C:24]3[CH:23]=[CH:22][C:21]([F:20])=[CH:26][CH:25]=3)[CH2:32][CH2:31]1)=[O:19])=[N:5]2. The yield is 0.850. (2) The reactants are I[C:2]1[CH:7]=[CH:6][N:5]=[CH:4][CH:3]=1.[Li]CCCC.[F:13][C:14]1[CH:19]=[CH:18][C:17]([C:20]2[CH:24]=[C:23]([C:25](=O)[CH3:26])[O:22][N:21]=2)=[CH:16][CH:15]=1. The catalyst is C1COCC1. The product is [F:13][C:14]1[CH:15]=[CH:16][C:17]([C:20]2[CH:24]=[C:23]([CH:25]([C:2]3[CH:7]=[CH:6][N:5]=[CH:4][CH:3]=3)[CH3:26])[O:22][N:21]=2)=[CH:18][CH:19]=1. The yield is 0.290.